Predict the product of the given reaction. From a dataset of Forward reaction prediction with 1.9M reactions from USPTO patents (1976-2016). Given the reactants [CH3:1][O:2][CH2:3][CH2:4][O:5][C:6]1[CH:7]=[C:8]([C:12]2[NH:23][C:15]3=[N:16][CH:17]=[C:18]([N+:20]([O-])=O)[CH:19]=[C:14]3[CH:13]=2)[CH:9]=[CH:10][CH:11]=1.Cl.O, predict the reaction product. The product is: [CH3:1][O:2][CH2:3][CH2:4][O:5][C:6]1[CH:7]=[C:8]([C:12]2[NH:23][C:15]3=[N:16][CH:17]=[C:18]([NH2:20])[CH:19]=[C:14]3[CH:13]=2)[CH:9]=[CH:10][CH:11]=1.